Task: Predict which catalyst facilitates the given reaction.. Dataset: Catalyst prediction with 721,799 reactions and 888 catalyst types from USPTO (1) Reactant: [C:1]([O:5][C:6]([NH:8][C@H:9]([C:25]([O-:27])=[O:26])[CH2:10][C:11]1[CH:16]=[CH:15][C:14](OS(C(F)(F)F)(=O)=O)=[CH:13][CH:12]=1)=[O:7])([CH3:4])([CH3:3])[CH3:2].CC1(C)C(C)(C)OB([C:36]2[CH2:37][CH2:38][N:39]([C:42]([O:44][C:45]([CH3:48])([CH3:47])[CH3:46])=[O:43])[CH2:40][CH:41]=2)O1.[C:50](=O)([O-])[O-].[K+].[K+]. Product: [C:1]([O:5][C:6]([NH:8][C@H:9]([C:25]([O:27][CH3:50])=[O:26])[CH2:10][C:11]1[CH:16]=[CH:15][C:14]([C:36]2[CH2:41][CH2:40][N:39]([C:42]([O:44][C:45]([CH3:48])([CH3:47])[CH3:46])=[O:43])[CH2:38][CH:37]=2)=[CH:13][CH:12]=1)=[O:7])([CH3:4])([CH3:3])[CH3:2]. The catalyst class is: 3. (2) Reactant: [NH2:1][C:2]([C:4]1[CH:5]=[N:6][C:7]2[C:12]([C:13]=1[NH:14][C:15]1[CH:16]=[C:17]([C:25]([O:27]C)=[O:26])[CH:18]=[C:19]([C:21]([O:23]C)=[O:22])[CH:20]=1)=[CH:11][CH:10]=[C:9]([C:29]1[C:30]([CH3:35])=[N:31][NH:32][C:33]=1[CH3:34])[CH:8]=2)=[O:3].[OH-].[Na+]. Product: [NH2:1][C:2]([C:4]1[CH:5]=[N:6][C:7]2[C:12]([C:13]=1[NH:14][C:15]1[CH:16]=[C:17]([C:25]([OH:27])=[O:26])[CH:18]=[C:19]([C:21]([OH:23])=[O:22])[CH:20]=1)=[CH:11][CH:10]=[C:9]([C:29]1[C:33]([CH3:34])=[N:32][NH:31][C:30]=1[CH3:35])[CH:8]=2)=[O:3]. The catalyst class is: 5. (3) Reactant: [CH3:1][C:2]1[CH:9]=[CH:8][C:7]([CH3:10])=[CH:6][C:3]=1[CH:4]=[O:5].S(=O)(=O)(O)O.[N+:16]([O-])([O-:18])=[O:17].[Na+].[Cl-].[Na+]. Product: [CH3:1][C:2]1[C:9]([N+:16]([O-:18])=[O:17])=[CH:8][C:7]([CH3:10])=[CH:6][C:3]=1[CH:4]=[O:5]. The catalyst class is: 6. (4) Reactant: [NH2:1][C:2]1[CH:10]=[CH:9][C:5]([C:6]([OH:8])=[O:7])=[CH:4][CH:3]=1.[C:11]1(=O)[O:16][C:14](=[O:15])[CH:13]=[CH:12]1. Product: [C:6]([C:5]1[CH:9]=[CH:10][C:2]([N:1]2[C:14](=[O:15])[CH:13]=[CH:12][C:11]2=[O:16])=[CH:3][CH:4]=1)([OH:8])=[O:7]. The catalyst class is: 15. (5) Reactant: Cl[C:2]1[CH:23]=[CH:22][C:5]([C:6]([NH:8][C:9]2[CH:14]=[CH:13][C:12]([Cl:15])=[C:11]([C:16]3[CH:21]=[CH:20][CH:19]=[CH:18][N:17]=3)[CH:10]=2)=[O:7])=[C:4]([CH3:24])[N:3]=1.[CH2:25]([NH2:29])[CH:26]([CH3:28])[CH3:27]. Product: [Cl:15][C:12]1[CH:13]=[CH:14][C:9]([NH:8][C:6](=[O:7])[C:5]2[CH:22]=[CH:23][C:2]([NH:29][CH2:25][CH:26]([CH3:28])[CH3:27])=[N:3][C:4]=2[CH3:24])=[CH:10][C:11]=1[C:16]1[CH:21]=[CH:20][CH:19]=[CH:18][N:17]=1. The catalyst class is: 51.